This data is from Forward reaction prediction with 1.9M reactions from USPTO patents (1976-2016). The task is: Predict the product of the given reaction. (1) Given the reactants [C:12]([O:11][C:9](O[C:9]([O:11][C:12]([CH3:15])([CH3:14])[CH3:13])=[O:10])=[O:10])([CH3:15])([CH3:14])[CH3:13].C(N(CC)CC)C.[NH:23]1[CH2:27][CH2:26][CH2:25][CH:24]1[CH2:28][OH:29], predict the reaction product. The product is: [C:12]([O:11][C:9]([N:23]1[CH2:27][CH2:26][CH2:25][C@@H:24]1[CH2:28][OH:29])=[O:10])([CH3:13])([CH3:14])[CH3:15]. (2) Given the reactants C([O:3][C:4](=O)[NH:5][CH:6]([CH3:19])[CH2:7][C:8]1[C:16]2[C:11](=[CH:12][CH:13]=[CH:14][CH:15]=2)[N:10]([CH2:17][CH3:18])[CH:9]=1)C.O=P12OP3(OP(OP(O3)(O1)=O)(=O)O2)=O, predict the reaction product. The product is: [CH2:17]([N:10]1[C:9]2[C:4](=[O:3])[NH:5][CH:6]([CH3:19])[CH2:7][C:8]=2[C:16]2[C:11]1=[CH:12][CH:13]=[CH:14][CH:15]=2)[CH3:18].